This data is from Forward reaction prediction with 1.9M reactions from USPTO patents (1976-2016). The task is: Predict the product of the given reaction. (1) Given the reactants C([O:8][C:9]1[CH:36]=[CH:35][C:34]([CH2:37][CH2:38][N:39]2[CH2:44][CH2:43][N:42]([CH3:45])[CH2:41][CH2:40]2)=[CH:33][C:10]=1[C:11]([NH:13][C:14]1[CH:26]=[C:25]([C:27]2[CH:32]=[CH:31][CH:30]=[CH:29][CH:28]=2)[CH:24]=[CH:23][C:15]=1[C:16]([O:18][C:19]([CH3:22])([CH3:21])[CH3:20])=[O:17])=[O:12])C1C=CC=CC=1, predict the reaction product. The product is: [OH:8][C:9]1[CH:36]=[CH:35][C:34]([CH2:37][CH2:38][N:39]2[CH2:40][CH2:41][N:42]([CH3:45])[CH2:43][CH2:44]2)=[CH:33][C:10]=1[C:11]([NH:13][C:14]1[CH:26]=[C:25]([C:27]2[CH:32]=[CH:31][CH:30]=[CH:29][CH:28]=2)[CH:24]=[CH:23][C:15]=1[C:16]([O:18][C:19]([CH3:21])([CH3:20])[CH3:22])=[O:17])=[O:12]. (2) The product is: [OH:26][C@@H:13]([CH2:14][O:15][C:16]1[CH:25]=[CH:24][CH:23]=[C:22]2[C:17]=1[CH:18]=[CH:19][CH:20]=[N:21]2)[CH2:12][N:9]1[CH2:10][CH2:11][CH:6]([C:4]([O-:5])=[O:3])[CH2:7][CH2:8]1.[Li+:31]. Given the reactants C([O:3][C:4]([CH:6]1[CH2:11][CH2:10][N:9]([CH2:12][C@@H:13]([OH:26])[CH2:14][O:15][C:16]2[CH:25]=[CH:24][CH:23]=[C:22]3[C:17]=2[CH:18]=[CH:19][CH:20]=[N:21]3)[CH2:8][CH2:7]1)=[O:5])C.O.CO.[OH-].[Li+:31], predict the reaction product. (3) Given the reactants [CH2:1]([N:8]1[C:16](=[O:17])[C:15]2[C:10](=[CH:11][CH:12]=[C:13]([C:18]([OH:20])=O)[CH:14]=2)[CH2:9]1)[C:2]1[CH:7]=[CH:6][CH:5]=[CH:4][CH:3]=1.Cl.C(N=C=NCCCN(C)C)C.ON1C2C=CC=CC=2N=N1.[N:43]1([CH2:49][CH2:50][CH2:51][NH2:52])[CH2:48][CH2:47][CH2:46][CH2:45][CH2:44]1, predict the reaction product. The product is: [CH2:1]([N:8]1[C:16](=[O:17])[C:15]2[C:10](=[CH:11][CH:12]=[C:13]([C:18]([NH:52][CH2:51][CH2:50][CH2:49][N:43]3[CH2:48][CH2:47][CH2:46][CH2:45][CH2:44]3)=[O:20])[CH:14]=2)[CH2:9]1)[C:2]1[CH:7]=[CH:6][CH:5]=[CH:4][CH:3]=1. (4) Given the reactants C(=O)(O)[O-].[Na+].[Cl:6][C:7]1[CH:26]=[CH:25][C:10]2[O:11][C:12]3[CH:24]=[CH:23][CH:22]=[CH:21][C:13]=3[C@@H:14]3[C@H:19]([NH2:20])[CH2:18][CH2:17][CH2:16][N:15]3[C:9]=2[CH:8]=1.Cl[C:28]([O:30][CH2:31][Cl:32])=[O:29].C(OCC)(=O)C, predict the reaction product. The product is: [Cl:32][CH2:31][O:30][C:28](=[O:29])[NH:20][C@H:19]1[C@@H:14]2[N:15]([C:9]3[CH:8]=[C:7]([Cl:6])[CH:26]=[CH:25][C:10]=3[O:11][C:12]3[CH:24]=[CH:23][CH:22]=[CH:21][C:13]=32)[CH2:16][CH2:17][CH2:18]1. (5) Given the reactants [CH2:1]([O:3][C:4](=[O:24])[C:5]1[CH:10]=[CH:9][C:8]([C:11]2[N:12]=[C:13]3[C:18](=[N:19][CH:20]=2)[N:17]=[C:16]([S:21][CH3:22])[N:15]=[C:14]3O)=[CH:7][CH:6]=1)[CH3:2].[F:25][C:26]([F:30])([F:29])[CH2:27][NH2:28].F[P-](F)(F)(F)(F)F.N1(O[P+](N(C)C)(N(C)C)N(C)C)C2C=CC=CC=2N=N1.CCN(C(C)C)C(C)C, predict the reaction product. The product is: [CH2:1]([O:3][C:4](=[O:24])[C:5]1[CH:10]=[CH:9][C:8]([C:11]2[N:12]=[C:13]3[C:18](=[N:19][CH:20]=2)[N:17]=[C:16]([S:21][CH3:22])[N:15]=[C:14]3[NH:28][CH2:27][C:26]([F:30])([F:29])[F:25])=[CH:7][CH:6]=1)[CH3:2]. (6) Given the reactants [F:1][C:2]1[CH:7]=[CH:6][CH:5]=[CH:4][C:3]=1[C:8]1[CH:9]=[CH:10][C:11](=[O:14])[NH:12][CH:13]=1.[C:15]1([N:21]2[C:25](B3OC(C)(C)C(C)(C)O3)=[CH:24][CH:23]=[N:22]2)[CH:20]=[CH:19][CH:18]=[CH:17][CH:16]=1, predict the reaction product. The product is: [F:1][C:2]1[CH:7]=[CH:6][CH:5]=[CH:4][C:3]=1[C:8]1[CH:9]=[CH:10][C:11](=[O:14])[N:12]([C:25]2[N:21]([C:15]3[CH:16]=[CH:17][CH:18]=[CH:19][CH:20]=3)[N:22]=[CH:23][CH:24]=2)[CH:13]=1.